Dataset: NCI-60 drug combinations with 297,098 pairs across 59 cell lines. Task: Regression. Given two drug SMILES strings and cell line genomic features, predict the synergy score measuring deviation from expected non-interaction effect. Drug 1: C1=CC(=C2C(=C1NCCNCCO)C(=O)C3=C(C=CC(=C3C2=O)O)O)NCCNCCO. Drug 2: C1=NC2=C(N1)C(=S)N=C(N2)N. Cell line: PC-3. Synergy scores: CSS=50.9, Synergy_ZIP=-2.91, Synergy_Bliss=-3.12, Synergy_Loewe=1.33, Synergy_HSA=2.59.